This data is from Reaction yield outcomes from USPTO patents with 853,638 reactions. The task is: Predict the reaction yield, written as a fraction of the theoretical maximum amount of product (1.0 means a 100% yield; for example, 0.34 means a 34% yield). (1) The reactants are [CH3:1][O:2][C:3]1[CH:8]=[CH:7][C:6]([C:9]2[C:10]3[CH:11]=[N:12][NH:13][C:14]=3[CH2:15][CH2:16][CH:17]=2)=[CH:5][CH:4]=1.C1COCC1. The catalyst is CCO.[Pd]. The product is [CH3:1][O:2][C:3]1[CH:4]=[CH:5][C:6]([CH:9]2[CH2:17][CH2:16][CH2:15][C:14]3[NH:13][N:12]=[CH:11][C:10]2=3)=[CH:7][CH:8]=1. The yield is 0.850. (2) The reactants are NC1C=CC(O)=C(F)C=1.FC1C=CC(CC(SC#N)=O)=CC=1.[F:23][C:24]1[CH:25]=[C:26]([NH:43][C:44]([NH:46][C:47](=[O:56])[CH2:48][C:49]2[CH:54]=[CH:53][C:52]([F:55])=[CH:51][CH:50]=2)=[S:45])[CH:27]=[CH:28][C:29]=1[O:30]C1C2=C(C)C(OC)=CN2N=CN=1.CCOC(C)=O. The catalyst is C(Cl)Cl. The product is [F:23][C:24]1[CH:25]=[C:26]([NH:43][C:44]([NH:46][C:47](=[O:56])[CH2:48][C:49]2[CH:50]=[CH:51][C:52]([F:55])=[CH:53][CH:54]=2)=[S:45])[CH:27]=[CH:28][C:29]=1[OH:30]. The yield is 0.950. (3) The reactants are [NH2:1][C:2]1[CH:7]=[CH:6][C:5]([S:8]([NH:11][C:12]2[S:13][C:14]([C:17]([CH3:20])([CH3:19])[CH3:18])=[N:15][N:16]=2)(=[O:10])=[O:9])=[CH:4][CH:3]=1.[C:21](Cl)(=[O:31])[CH2:22][CH2:23][CH2:24][CH2:25][CH2:26][CH2:27][CH2:28][CH2:29][CH3:30].Cl. The catalyst is N1C=CC=CC=1. The product is [C:17]([C:14]1[S:13][C:12]([NH:11][S:8]([C:5]2[CH:6]=[CH:7][C:2]([NH:1][C:21](=[O:31])[CH2:22][CH2:23][CH2:24][CH2:25][CH2:26][CH2:27][CH2:28][CH2:29][CH3:30])=[CH:3][CH:4]=2)(=[O:10])=[O:9])=[N:16][N:15]=1)([CH3:20])([CH3:19])[CH3:18]. The yield is 0.980. (4) The reactants are [CH3:1][N:2]1[CH2:7][CH2:6][N:5]([C:8]([O:10][C@@H:11]2[N:20]([C:21]3[CH:22]=[CH:23][C:24]([Cl:27])=[CH:25][N:26]=3)[C:18](=[O:19])[C:13]3[N:14]=[CH:15][CH:16]=[N:17][C:12]2=3)=[O:9])[CH2:4][CH2:3]1.[C:28]([OH:36])(=[O:35])[C@H:29]([CH2:31][C:32]([OH:34])=[O:33])[OH:30]. The catalyst is C(O)C. The product is [CH3:1][N:2]1[CH2:7][CH2:6][N:5]([C:8]([O:10][C@@H:11]2[N:20]([C:21]3[CH:22]=[CH:23][C:24]([Cl:27])=[CH:25][N:26]=3)[C:18](=[O:19])[C:13]3[N:14]=[CH:15][CH:16]=[N:17][C:12]2=3)=[O:9])[CH2:4][CH2:3]1.[C:28]([O-:36])(=[O:35])[C@H:29]([CH2:31][C:32]([O-:34])=[O:33])[OH:30]. The yield is 0.860. (5) The reactants are [CH:1]1([C:7]2[C:15]3[C:10](=[CH:11][C:12]([C:16]([O:18][CH3:19])=[O:17])=[CH:13][CH:14]=3)[NH:9][C:8]=2[C:20]2[CH:25]=[CH:24][CH:23]=[C:22]([N+:26]([O-:28])=[O:27])[C:21]=2[O:29][CH2:30][CH2:31][OH:32])[CH2:6][CH2:5][CH2:4][CH2:3][CH2:2]1.C(N(CC)CC)C.[CH3:40][S:41](Cl)(=[O:43])=[O:42].C(=O)([O-])O.[Na+]. The catalyst is C(Cl)(Cl)Cl. The product is [CH:1]1([C:7]2[C:15]3[C:10](=[CH:11][C:12]([C:16]([O:18][CH3:19])=[O:17])=[CH:13][CH:14]=3)[NH:9][C:8]=2[C:20]2[CH:25]=[CH:24][CH:23]=[C:22]([N+:26]([O-:28])=[O:27])[C:21]=2[O:29][CH2:30][CH2:31][O:32][S:41]([CH3:40])(=[O:43])=[O:42])[CH2:6][CH2:5][CH2:4][CH2:3][CH2:2]1. The yield is 0.970. (6) The reactants are C(Cl)(Cl)Cl.[F:5][C:6]([F:11])([F:10])[C:7]([OH:9])=[O:8].C(OC(=O)[NH:18][C:19](=[NH:57])[C:20]1[S:21][C:22]([S:55][CH3:56])=[C:23]([S:25]([C:28]2[CH:29]=[C:30]([C:34]3[C:39]([CH3:40])=[CH:38][CH:37]=[CH:36][C:35]=3[NH:41][C:42](=[O:54])[CH2:43][CH2:44][CH2:45][NH:46][S:47]([C:50]([F:53])([F:52])[F:51])(=[O:49])=[O:48])[CH:31]=[CH:32][CH:33]=2)(=[O:27])=[O:26])[CH:24]=1)(C)(C)C. No catalyst specified. The product is [F:5][C:6]([F:11])([F:10])[C:7]([OH:9])=[O:8].[C:19]([C:20]1[S:21][C:22]([S:55][CH3:56])=[C:23]([S:25]([C:28]2[CH:29]=[C:30]([C:34]3[C:39]([CH3:40])=[CH:38][CH:37]=[CH:36][C:35]=3[NH:41][C:42](=[O:54])[CH2:43][CH2:44][CH2:45][NH:46][S:47]([C:50]([F:52])([F:53])[F:51])(=[O:48])=[O:49])[CH:31]=[CH:32][CH:33]=2)(=[O:26])=[O:27])[CH:24]=1)(=[NH:18])[NH2:57]. The yield is 0.540. (7) The reactants are [CH3:1][C:2]1[CH:3]=[C:4]([Mg]Br)[CH:5]=[CH:6][CH:7]=1.[N:10]12[CH2:17][CH2:16][C:13]([C:18]([O:20]CC)=O)([CH2:14][CH2:15]1)[CH2:12][CH2:11]2. The catalyst is C1COCC1. The product is [N:10]12[CH2:11][CH2:12][C:13]([C:18]([C:6]3[CH:5]=[CH:4][CH:3]=[C:2]([CH3:1])[CH:7]=3)([C:6]3[CH:5]=[CH:4][CH:3]=[C:2]([CH3:1])[CH:7]=3)[OH:20])([CH2:14][CH2:15]1)[CH2:16][CH2:17]2. The yield is 0.694. (8) The reactants are CS(C)=O.C(Cl)(=O)C(Cl)=O.[OH:11][CH:12]([C:24]([CH3:27])([CH3:26])[CH3:25])[CH2:13][CH:14]1[O:18][N:17]=[C:16]([C:19]([O:21][CH2:22][CH3:23])=[O:20])[CH2:15]1.C(N(CC)CC)C. The catalyst is ClCCl. The product is [CH3:26][C:24]([CH3:25])([CH3:27])[C:12](=[O:11])[CH2:13][CH:14]1[O:18][N:17]=[C:16]([C:19]([O:21][CH2:22][CH3:23])=[O:20])[CH2:15]1. The yield is 0.730.